Dataset: Peptide-MHC class II binding affinity with 134,281 pairs from IEDB. Task: Regression. Given a peptide amino acid sequence and an MHC pseudo amino acid sequence, predict their binding affinity value. This is MHC class II binding data. (1) The peptide sequence is GDSYIIVGRGDSRLT. The MHC is DRB4_0103 with pseudo-sequence DRB4_0103. The binding affinity (normalized) is 0. (2) The peptide sequence is LLLITHYAIIGPGLQ. The MHC is DRB1_0701 with pseudo-sequence DRB1_0701. The binding affinity (normalized) is 0.824. (3) The peptide sequence is IVQTLNAMPEYQNLL. The MHC is DRB1_1201 with pseudo-sequence DRB1_1201. The binding affinity (normalized) is 0.543. (4) The peptide sequence is LNKMRAVWVDGKART. The MHC is DRB1_0405 with pseudo-sequence DRB1_0405. The binding affinity (normalized) is 0.189. (5) The peptide sequence is MSLLTEVETYVLSIV. The MHC is DRB1_0405 with pseudo-sequence DRB1_0405. The binding affinity (normalized) is 0.223.